This data is from NCI-60 drug combinations with 297,098 pairs across 59 cell lines. The task is: Regression. Given two drug SMILES strings and cell line genomic features, predict the synergy score measuring deviation from expected non-interaction effect. (1) Drug 1: CCC1=C2CN3C(=CC4=C(C3=O)COC(=O)C4(CC)O)C2=NC5=C1C=C(C=C5)O. Drug 2: C1=NNC2=C1C(=O)NC=N2. Cell line: HCC-2998. Synergy scores: CSS=22.5, Synergy_ZIP=-4.33, Synergy_Bliss=-7.53, Synergy_Loewe=-24.3, Synergy_HSA=-5.23. (2) Drug 1: CN1CCC(CC1)COC2=C(C=C3C(=C2)N=CN=C3NC4=C(C=C(C=C4)Br)F)OC. Drug 2: CN(C)C1=NC(=NC(=N1)N(C)C)N(C)C. Cell line: MOLT-4. Synergy scores: CSS=9.27, Synergy_ZIP=1.63, Synergy_Bliss=4.75, Synergy_Loewe=-9.11, Synergy_HSA=0.289. (3) Drug 1: CS(=O)(=O)C1=CC(=C(C=C1)C(=O)NC2=CC(=C(C=C2)Cl)C3=CC=CC=N3)Cl. Drug 2: CC1=C(C=C(C=C1)NC(=O)C2=CC=C(C=C2)CN3CCN(CC3)C)NC4=NC=CC(=N4)C5=CN=CC=C5. Cell line: SK-MEL-28. Synergy scores: CSS=-6.20, Synergy_ZIP=3.12, Synergy_Bliss=-1.08, Synergy_Loewe=-8.92, Synergy_HSA=-8.20.